This data is from Rat liver microsome stability data. The task is: Regression/Classification. Given a drug SMILES string, predict its absorption, distribution, metabolism, or excretion properties. Task type varies by dataset: regression for continuous measurements (e.g., permeability, clearance, half-life) or binary classification for categorical outcomes (e.g., BBB penetration, CYP inhibition). Dataset: rlm. (1) The compound is CCC(CC)C(=O)NC[C@@H]1C=C(C)[C@H](Cc2nc3c(C)cccc3[nH]2)C[C@H]1C(C)C. The result is 1 (stable in rat liver microsomes). (2) The molecule is Cc1cccc(NC(=S)N2CCN(c3cccc(C(F)(F)F)c3)CC2)c1. The result is 1 (stable in rat liver microsomes). (3) The result is 1 (stable in rat liver microsomes). The drug is COc1cccc(CNC(=O)CCCn2nc(C)c3c(C)n(-c4ccc(C)cc4)nc3c2=O)c1OC.